Dataset: Full USPTO retrosynthesis dataset with 1.9M reactions from patents (1976-2016). Task: Predict the reactants needed to synthesize the given product. (1) Given the product [O:7]([C:15]1[CH:16]=[C:11]([Cl:10])[N:12]=[CH:13][N:14]=1)[C:1]1[CH:6]=[CH:5][CH:4]=[CH:3][CH:2]=1, predict the reactants needed to synthesize it. The reactants are: [C:1]1([OH:7])[CH:6]=[CH:5][CH:4]=[CH:3][CH:2]=1.[H-].[Na+].[Cl:10][C:11]1[CH:16]=[C:15](Cl)[N:14]=[CH:13][N:12]=1.[Cl-].[NH4+]. (2) Given the product [Si:26]([O:33][CH2:34][CH2:35][CH2:36][C@@H:37]([NH:42][C:43]1[N:51]=[C:50]([C:52]#[N:53])[N:49]=[C:48]2[C:44]=1[N:45]([CH2:54][C:55]1[CH:60]=[CH:59][C:58]([C:61]([F:62])([F:63])[F:64])=[CH:57][CH:56]=1)[C:24]([C:22]1[CH:23]=[CH:16][CH:25]=[C:20]([CH3:19])[CH:21]=1)=[N:47]2)[CH:38]1[CH2:41][CH2:40][CH2:39]1)([C:29]([CH3:32])([CH3:30])[CH3:31])([CH3:28])[CH3:27], predict the reactants needed to synthesize it. The reactants are: [C:20]12(P([C:16]34[CH2:25][CH:20]5[CH2:21][CH:22]([CH2:24]C([CH2:19]5)C3)[CH2:23]4)CCCC)[CH2:25][CH:16]3CC([CH2:24][CH:22]([CH2:23]3)[CH2:21]1)[CH2:19]2.[Si:26]([O:33][CH2:34][CH2:35][CH2:36][C@@H:37]([NH:42][C:43]1[N:51]=[C:50]([C:52]#[N:53])[N:49]=[C:48]2[C:44]=1[N:45]([CH2:54][C:55]1[CH:60]=[CH:59][C:58]([C:61]([F:64])([F:63])[F:62])=[CH:57][CH:56]=1)C=[N:47]2)[CH:38]1[CH2:41][CH2:40][CH2:39]1)([C:29]([CH3:32])([CH3:31])[CH3:30])([CH3:28])[CH3:27].BrC1C=CC=C(C)C=1.C(=O)([O-])[O-].[K+].[K+].C(O)(=O)C(C)(C)C. (3) Given the product [CH3:1][S:2]([O:24][CH2:23][CH:21]1[CH2:20][C:19](=[O:25])[N:18]([CH2:17][C:16]2[CH:26]=[CH:27][C:28]([O:30][CH3:31])=[CH:29][C:15]=2[O:14][CH3:13])[CH2:22]1)(=[O:4])=[O:3], predict the reactants needed to synthesize it. The reactants are: [CH3:1][S:2](Cl)(=[O:4])=[O:3].CCN(CC)CC.[CH3:13][O:14][C:15]1[CH:29]=[C:28]([O:30][CH3:31])[CH:27]=[CH:26][C:16]=1[CH2:17][N:18]1[CH2:22][CH:21]([CH2:23][OH:24])[CH2:20][C:19]1=[O:25]. (4) Given the product [CH3:1][O:2][C:3](=[O:14])[O:4][C:5]1[CH:10]=[C:9]([N+:15]([O-:17])=[O:16])[C:8]([CH3:11])=[C:7]([F:12])[C:6]=1[F:13], predict the reactants needed to synthesize it. The reactants are: [CH3:1][O:2][C:3](=[O:14])[O:4][C:5]1[CH:10]=[CH:9][C:8]([CH3:11])=[C:7]([F:12])[C:6]=1[F:13].[N+:15]([O-])([OH:17])=[O:16]. (5) Given the product [O:18]=[C:14](/[CH:2]=[CH:1]/[C:3]1[CH:10]=[CH:9][CH:8]=[CH:5][C:4]=1[F:11])[C:15]([OH:17])=[O:16], predict the reactants needed to synthesize it. The reactants are: [CH2:1]([C:3]1[C:4]([F:11])=[C:5]([CH:8]=[CH:9][CH:10]=1)C=O)[CH3:2].C([C:14](=[O:18])[C:15]([O-:17])=[O:16])C.[OH-].[Na+]. (6) The reactants are: [F:1][C:2]1[CH:3]=[C:4]2[C:8](=[CH:9][CH:10]=1)[NH:7][C:6](=[O:11])[C:5]2=O. Given the product [F:1][C:2]1[CH:3]=[C:4]2[C:8](=[CH:9][CH:10]=1)[NH:7][C:6](=[O:11])[CH2:5]2, predict the reactants needed to synthesize it. (7) Given the product [Cl:33][C:34]1[CH:65]=[CH:64][C:37]([C:38]([NH:40][C:41]2[CH:46]=[CH:45][C:44]([C:47]3[CH:55]=[C:54]4[C:50]([CH2:51][N:52]([C:57]5([C:60]([OH:62])=[O:61])[CH2:58][CH2:59]5)[C:53]4=[O:56])=[CH:49][CH:48]=3)=[CH:43][CH:42]=2)=[O:39])=[CH:36][CH:35]=1, predict the reactants needed to synthesize it. The reactants are: C(NC1C=CC(C2C=C3C(CN([C@@H](C(C)C)C(O)=O)C3=O)=CC=2)=CC=1)(=O)C1C=CC=CC=1.[Cl:33][C:34]1[CH:65]=[CH:64][C:37]([C:38]([NH:40][C:41]2[CH:46]=[CH:45][C:44]([C:47]3[CH:55]=[C:54]4[C:50]([CH2:51][N:52]([C:57]5([C:60]([O:62]C)=[O:61])[CH2:59][CH2:58]5)[C:53]4=[O:56])=[CH:49][CH:48]=3)=[CH:43][CH:42]=2)=[O:39])=[CH:36][CH:35]=1. (8) Given the product [CH2:61]([O:69][CH2:70][C@H:71]([OH:83])[CH2:72][C@@H:73]([OH:82])[CH2:74][C:75]([O:77][C:78]([CH3:79])([CH3:80])[CH3:81])=[O:76])[C:62]1[CH:63]=[CH:64][CH:65]=[CH:66][CH:67]=1, predict the reactants needed to synthesize it. The reactants are: O=C[C@@H]([C@H]([C@@H]([C@@H](CO)O)O)O)O.C1C=[N+]([C@@H]2O[C@H](COP(OP(OC[C@H]3O[C@@H](N4C5N=CN=C(N)C=5N=C4)[C@H](OP(O)(O)=O)[C@@H]3O)(O)=O)(O)=O)[C@@H](O)[C@H]2O)C=C(C(N)=O)C=1.[C:61]([O:69][CH2:70][C@@H:71]([OH:83])[CH2:72][C:73](=[O:82])[CH2:74][C:75]([O:77][C:78]([CH3:81])([CH3:80])[CH3:79])=[O:76])(=O)[C:62]1[CH:67]=[CH:66][CH:65]=[CH:64][CH:63]=1.[OH-].[Na+].